From a dataset of Catalyst prediction with 721,799 reactions and 888 catalyst types from USPTO. Predict which catalyst facilitates the given reaction. Reactant: C[O:2][C:3]1[CH:8]=[CH:7][CH:6]=[CH:5][C:4]=1[C:9]1[CH:10]=[C:11]2[N:16]([CH:17]=1)[CH:15]=[CH:14][CH:13]=[CH:12]2.C([S-])C.[Na+]. Product: [OH:2][C:3]1[CH:8]=[CH:7][CH:6]=[CH:5][C:4]=1[C:9]1[CH:10]=[C:11]2[N:16]([CH:17]=1)[CH:15]=[CH:14][CH:13]=[CH:12]2. The catalyst class is: 9.